This data is from TCR-epitope binding with 47,182 pairs between 192 epitopes and 23,139 TCRs. The task is: Binary Classification. Given a T-cell receptor sequence (or CDR3 region) and an epitope sequence, predict whether binding occurs between them. (1) The epitope is MPASWVMRI. The TCR CDR3 sequence is CASSWAKDQPQHF. Result: 0 (the TCR does not bind to the epitope). (2) The epitope is YLDAYNMMI. The TCR CDR3 sequence is CSVEPPDGTSGSLYRETQYF. Result: 1 (the TCR binds to the epitope). (3) The epitope is ITEEVGHTDLMAAY. The TCR CDR3 sequence is CATSLTTDTGELFF. Result: 0 (the TCR does not bind to the epitope). (4) The epitope is KMQRMLLEK. The TCR CDR3 sequence is CASSQDFGGNEQYF. Result: 0 (the TCR does not bind to the epitope). (5) The epitope is KLSYGIATV. The TCR CDR3 sequence is CASSQEGVDGFGRNQPQHF. Result: 1 (the TCR binds to the epitope). (6) The epitope is GILGFVFTL. The TCR CDR3 sequence is CASSIRSGFEQFF. Result: 1 (the TCR binds to the epitope). (7) The epitope is NLNESLIDL. The TCR CDR3 sequence is CASSYSNPGLVYGYTF. Result: 0 (the TCR does not bind to the epitope). (8) The epitope is KTSVDCTMYI. The TCR CDR3 sequence is CASSQAVPDPSNTGELFF. Result: 1 (the TCR binds to the epitope). (9) The epitope is FLNRFTTTL. The TCR CDR3 sequence is CSVEEGTPYNEQFF. Result: 1 (the TCR binds to the epitope).